From a dataset of Forward reaction prediction with 1.9M reactions from USPTO patents (1976-2016). Predict the product of the given reaction. Given the reactants [OH:1][C:2]1[CH:3]=[C:4]([CH:9]=[CH:10][CH:11]=1)[C:5]([O:7][CH3:8])=[O:6].[H-].[Na+].Br[CH2:15][C:16]#[C:17][Si:18]([CH3:21])([CH3:20])[CH3:19], predict the reaction product. The product is: [CH3:19][Si:18]([CH3:21])([CH3:20])[C:17]#[C:16][CH2:15][O:1][C:2]1[CH:3]=[C:4]([CH:9]=[CH:10][CH:11]=1)[C:5]([O:7][CH3:8])=[O:6].